From a dataset of Reaction yield outcomes from USPTO patents with 853,638 reactions. Predict the reaction yield, written as a fraction of the theoretical maximum amount of product (1.0 means a 100% yield; for example, 0.34 means a 34% yield). (1) The catalyst is C1COCC1. The yield is 0.970. The reactants are C[O:2][C:3](=[O:18])[C:4]1[CH:9]=[CH:8][CH:7]=[N:6][C:5]=1[CH:10]=[CH:11][C:12]1[CH:17]=[CH:16][CH:15]=[CH:14][CH:13]=1.[OH-].[Na+]. The product is [CH:10]([C:5]1[N:6]=[CH:7][CH:8]=[CH:9][C:4]=1[C:3]([OH:18])=[O:2])=[CH:11][C:12]1[CH:13]=[CH:14][CH:15]=[CH:16][CH:17]=1. (2) The reactants are [F:1][C:2]([F:34])([F:33])[C:3]1[CH:8]=[CH:7][C:6]([NH:9][CH:10]2[CH2:15][CH2:14][N:13]([C:16]([O:18][CH2:19][C@@:20]([OH:32])([CH3:31])[CH2:21][N:22]3[CH:26]=[C:25]([N+:27]([O-:29])=[O:28])[N:24]=[C:23]3Cl)=[O:17])[CH2:12][CH2:11]2)=[CH:5][CH:4]=1.[H-].[Na+]. The catalyst is CN(C=O)C. The product is [F:1][C:2]([F:34])([F:33])[C:3]1[CH:8]=[CH:7][C:6]([NH:9][CH:10]2[CH2:15][CH2:14][N:13]([C:16]([O:18][CH2:19][C@:20]3([CH3:31])[O:32][C:23]4=[N:24][C:25]([N+:27]([O-:29])=[O:28])=[CH:26][N:22]4[CH2:21]3)=[O:17])[CH2:12][CH2:11]2)=[CH:5][CH:4]=1. The yield is 0.310. (3) The reactants are [N+:1]([O-:4])(O)=[O:2].[I:5][C:6]1[CH:15]=[CH:14][N:13]=[C:12]2[C:7]=1[CH2:8][CH2:9][CH2:10][NH:11]2.[OH-].[Na+]. The catalyst is S(=O)(=O)(O)O. The product is [I:5][C:6]1[C:15]([N+:1]([O-:4])=[O:2])=[CH:14][N:13]=[C:12]2[C:7]=1[CH2:8][CH2:9][CH2:10][NH:11]2. The yield is 0.430.